Dataset: Full USPTO retrosynthesis dataset with 1.9M reactions from patents (1976-2016). Task: Predict the reactants needed to synthesize the given product. Given the product [F:1][C:2]1[CH:3]=[CH:4][C:5]2[N:9]=[C:8]([C@@H:10]([N:12]([CH3:13])[C:22]3[N:30]=[CH:29][N:28]=[C:27]4[C:23]=3[N:24]=[CH:25][NH:26]4)[CH3:11])[N:7]([C:14]3[CH:15]=[CH:16][CH:17]=[CH:18][CH:19]=3)[C:6]=2[CH:20]=1, predict the reactants needed to synthesize it. The reactants are: [F:1][C:2]1[CH:3]=[CH:4][C:5]2[N:9]=[C:8]([C@@H:10]([NH:12][CH3:13])[CH3:11])[N:7]([C:14]3[CH:19]=[CH:18][CH:17]=[CH:16][CH:15]=3)[C:6]=2[CH:20]=1.Cl[C:22]1[N:30]=[CH:29][N:28]=[C:27]2[C:23]=1[N:24]=[CH:25][N:26]2C1CCCCO1.CCN(C(C)C)C(C)C.